This data is from hERG potassium channel inhibition data for cardiac toxicity prediction from Karim et al.. The task is: Regression/Classification. Given a drug SMILES string, predict its toxicity properties. Task type varies by dataset: regression for continuous values (e.g., LD50, hERG inhibition percentage) or binary classification for toxic/non-toxic outcomes (e.g., AMES mutagenicity, cardiotoxicity, hepatotoxicity). Dataset: herg_karim. (1) The drug is NS(=O)(=O)c1ccc(OCCCN2CCCCC2)cc1. The result is 0 (non-blocker). (2) The drug is Cn1cnc(C(=O)N(Cc2cccc(OC(F)(F)F)c2)[C@@H]2C[C@@H]3CNC[C@@H]3C2)c1. The result is 0 (non-blocker). (3) The compound is CCO[C@H]1COCC[C@H]1N[C@@H]1CC[C@@](C(=O)N2CCN(c3cc(C(F)(F)F)ccn3)CC2)(C(C)C)C1. The result is 1 (blocker). (4) The compound is Cn1c(SCCCN2CC[C@]3(C[C@@H]3c3ccc(C(F)(F)F)cc3)C2)nnc1-c1ccc(=O)n(C)c1. The result is 1 (blocker). (5) The drug is CC1(C)C[C@@H](NC(=O)c2cccc3[nH]ncc23)c2cc(-c3ccc(Cl)cc3)c(-c3ccc(Cl)cc3Cl)nc2O1. The result is 0 (non-blocker).